From a dataset of Catalyst prediction with 721,799 reactions and 888 catalyst types from USPTO. Predict which catalyst facilitates the given reaction. (1) Reactant: Cl[C:2]1[C:3]2[C:4](=[CH:18][N:19](CC3C=CC(OC)=CC=3)[N:20]=2)[N:5]=[C:6]([C:8]2[CH:9]=[C:10]([CH:15]=[CH:16][CH:17]=2)[C:11]([O:13][CH3:14])=[O:12])[N:7]=1.[NH2:30][C:31]1[CH:36]=[CH:35][C:34]([N:37]2[CH2:42][CH2:41][N:40]([C:43](=[O:45])[CH3:44])[CH2:39][CH2:38]2)=[CH:33][CH:32]=1.Cl. Product: [C:43]([N:40]1[CH2:39][CH2:38][N:37]([C:34]2[CH:35]=[CH:36][C:31]([NH:30][C:2]3[C:3]4[NH:20][N:19]=[CH:18][C:4]=4[N:5]=[C:6]([C:8]4[CH:9]=[C:10]([CH:15]=[CH:16][CH:17]=4)[C:11]([O:13][CH3:14])=[O:12])[N:7]=3)=[CH:32][CH:33]=2)[CH2:42][CH2:41]1)(=[O:45])[CH3:44]. The catalyst class is: 71. (2) Reactant: [Br:1][C:2]1[CH:7]=[CH:6][C:5]([OH:8])=[CH:4][CH:3]=1.C(=O)([O-])[O-].[K+].[K+].Br[CH2:16][CH2:17][O:18][CH3:19]. Product: [Br:1][C:2]1[CH:7]=[CH:6][C:5]([O:8][CH2:16][CH2:17][O:18][CH3:19])=[CH:4][CH:3]=1. The catalyst class is: 9. (3) Reactant: [CH3:1][CH:2]1[CH2:7][N:6]([CH:8]2[CH2:11][O:10][CH2:9]2)[CH:5]([CH3:12])[CH2:4][N:3]1[C:13]1[CH:14]=[CH:15][C:16]([NH:19][C:20]2[C:25](=[O:26])[N:24]([CH3:27])[CH:23]=[C:22]([C:28]3[C:33]([CH:34]=[O:35])=[C:32]([N:36]4[CH2:48][CH2:47][C:46]5[N:45]6[C:40]([CH2:41][CH2:42][CH2:43][CH2:44]6)=[CH:39][C:38]=5[C:37]4=[O:49])[N:31]=[CH:30][CH:29]=3)[CH:21]=2)=[N:17][CH:18]=1.[BH4-].[Na+]. Product: [CH3:1][C@H:2]1[CH2:7][N:6]([CH:8]2[CH2:11][O:10][CH2:9]2)[C@H:5]([CH3:12])[CH2:4][N:3]1[C:13]1[CH:14]=[CH:15][C:16]([NH:19][C:20]2[C:25](=[O:26])[N:24]([CH3:27])[CH:23]=[C:22]([C:28]3[CH:29]=[CH:30][N:31]=[C:32]([N:36]4[CH2:48][CH2:47][C:46]5[N:45]6[C:40]([CH2:41][CH2:42][CH2:43][CH2:44]6)=[CH:39][C:38]=5[C:37]4=[O:49])[C:33]=3[CH2:34][OH:35])[CH:21]=2)=[N:17][CH:18]=1. The catalyst class is: 5. (4) Reactant: [H-].[Al+3].[Li+].[H-].[H-].[H-].[F:7][C:8]1[CH:13]=[C:12]([F:14])[CH:11]=[CH:10][C:9]=1[CH2:15][C:16](O)=[O:17]. Product: [F:7][C:8]1[CH:13]=[C:12]([F:14])[CH:11]=[CH:10][C:9]=1[CH2:15][CH2:16][OH:17]. The catalyst class is: 1. (5) Reactant: [Cl:1][C:2]1[CH:7]=[CH:6][CH:5]=[C:4]([Cl:8])[C:3]=1[CH2:9][C:10]([OH:12])=O.[CH2:13]([Li])[CH2:14]CC.Cl[C:19]1[CH:24]=[CH:23][CH:22]=[C:21]([Cl:25])[N:20]=1.C(Cl)(=O)C(Cl)=O.C([Mg]Br)#C. Product: [Cl:25][C:21]1[N:20]=[C:19]([CH:9]([C:3]2[C:4]([Cl:8])=[CH:5][CH:6]=[CH:7][C:2]=2[Cl:1])[C:10](=[O:12])[C:13]#[CH:14])[CH:24]=[CH:23][CH:22]=1. The catalyst class is: 1. (6) Reactant: C(OC(=O)[NH:7][C:8]1[CH:13]=[CH:12][CH:11]=[CH:10][C:9]=1[NH:14][C:15](=[O:54])/[CH:16]=[CH:17]/[C:18]1[CH:23]=[CH:22][C:21]([CH:24]([N:37](C(OC(C)(C)C)=O)[CH2:38][CH:39]([N:41]2[CH2:46][CH2:45][O:44][CH2:43][CH2:42]2)[CH3:40])[C:25](=[O:36])[NH:26][C:27]2[CH:32]=[CH:31][C:30]([CH:33]([CH3:35])[CH3:34])=[CH:29][CH:28]=2)=[CH:20][CH:19]=1)(C)(C)C. Product: [NH2:7][C:8]1[CH:13]=[CH:12][CH:11]=[CH:10][C:9]=1[NH:14][C:15](=[O:54])/[CH:16]=[CH:17]/[C:18]1[CH:19]=[CH:20][C:21]([CH:24]([C:25](=[O:36])[NH:26][C:27]2[CH:32]=[CH:31][C:30]([CH:33]([CH3:34])[CH3:35])=[CH:29][CH:28]=2)[NH:37][CH2:38][CH:39]([N:41]2[CH2:42][CH2:43][O:44][CH2:45][CH2:46]2)[CH3:40])=[CH:22][CH:23]=1. The catalyst class is: 209. (7) Product: [Cl:1][C:2]1[N:10]=[C:9]2[C:5]([N:6]=[C:7]([CH:31]=[O:32])[N:8]2[CH:11]2[CH2:16][CH2:15][CH2:14][CH2:13][O:12]2)=[C:4]([N:17]2[CH2:22][CH2:21][O:20][CH2:19][CH2:18]2)[N:3]=1. The catalyst class is: 1. Reactant: [Cl:1][C:2]1[N:10]=[C:9]2[C:5]([N:6]=[CH:7][N:8]2[CH:11]2[CH2:16][CH2:15][CH2:14][CH2:13][O:12]2)=[C:4]([N:17]2[CH2:22][CH2:21][O:20][CH2:19][CH2:18]2)[N:3]=1.[Li]CCCC.CN([CH:31]=[O:32])C. (8) Reactant: [CH:1]1([N:4]([CH2:39][C:40]2[CH:45]=[C:44]([CH2:46][CH2:47][CH2:48][O:49][CH3:50])[CH:43]=[C:42]([OH:51])[CH:41]=2)[C:5]([C@@H:7]2[C@@H:12]([C:13]3[CH:18]=[CH:17][C:16]([O:19][CH2:20][CH2:21][O:22][C:23]4[C:28]([Cl:29])=[CH:27][C:26]([CH3:30])=[CH:25][C:24]=4[Cl:31])=[CH:15][CH:14]=3)[CH2:11][CH2:10][N:9]([C:32]([O:34][C:35]([CH3:38])([CH3:37])[CH3:36])=[O:33])[CH2:8]2)=[O:6])[CH2:3][CH2:2]1.C(=O)([O-])[O-].[Cs+].[Cs+].[CH3:58][O:59][CH2:60][CH2:61]Br. Product: [CH:1]1([N:4]([CH2:39][C:40]2[CH:45]=[C:44]([CH2:46][CH2:47][CH2:48][O:49][CH3:50])[CH:43]=[C:42]([O:51][CH2:61][CH2:60][O:59][CH3:58])[CH:41]=2)[C:5]([C@@H:7]2[C@@H:12]([C:13]3[CH:14]=[CH:15][C:16]([O:19][CH2:20][CH2:21][O:22][C:23]4[C:28]([Cl:29])=[CH:27][C:26]([CH3:30])=[CH:25][C:24]=4[Cl:31])=[CH:17][CH:18]=3)[CH2:11][CH2:10][N:9]([C:32]([O:34][C:35]([CH3:38])([CH3:37])[CH3:36])=[O:33])[CH2:8]2)=[O:6])[CH2:3][CH2:2]1. The catalyst class is: 31. (9) Reactant: [C:1]([CH2:3][C:4]1([N:17]2[CH:21]=[C:20]([C:22]([O:24]C)=[O:23])[C:19]([NH:26][C:27]3[CH:32]=[CH:31][CH:30]=[CH:29][CH:28]=3)=[N:18]2)[CH2:9][CH2:8][N:7]([C:10]([O:12][C:13]([CH3:16])([CH3:15])[CH3:14])=[O:11])[CH2:6][CH2:5]1)#[N:2].CO.[OH-].[Na+].Cl. Product: [C:13]([O:12][C:10]([N:7]1[CH2:6][CH2:5][C:4]([N:17]2[CH:21]=[C:20]([C:22]([OH:24])=[O:23])[C:19]([NH:26][C:27]3[CH:32]=[CH:31][CH:30]=[CH:29][CH:28]=3)=[N:18]2)([CH2:3][C:1]#[N:2])[CH2:9][CH2:8]1)=[O:11])([CH3:16])([CH3:14])[CH3:15]. The catalyst class is: 1.